Task: Predict which catalyst facilitates the given reaction.. Dataset: Catalyst prediction with 721,799 reactions and 888 catalyst types from USPTO (1) Reactant: [CH3:1][C:2]1[CH:6]=[C:5]([CH2:7][OH:8])[N:4]([CH:9]([CH3:11])[CH3:10])[N:3]=1.[Cr](Cl)([O-])(=O)=O.[NH+]1C=CC=CC=1. Product: [CH3:1][C:2]1[CH:6]=[C:5]([CH:7]=[O:8])[N:4]([CH:9]([CH3:11])[CH3:10])[N:3]=1. The catalyst class is: 4. (2) Reactant: [N+:1]([O-:4])(O)=[O:2].[Br:5][C:6]1[CH:11]=[CH:10][C:9]([O:12][CH3:13])=[C:8]([O:14][CH3:15])[CH:7]=1. Product: [Br:5][C:6]1[CH:7]=[C:8]([O:14][CH3:15])[C:9]([O:12][CH3:13])=[CH:10][C:11]=1[N+:1]([O-:4])=[O:2]. The catalyst class is: 15. (3) Reactant: [Cl:1][C:2]1[CH:7]=[CH:6][CH:5]=[C:4]([Cl:8])[C:3]=1[C:9]([NH:11][C:12]1[CH:33]=[CH:32][C:15]([CH2:16][C@@H:17]([C:29]([OH:31])=[O:30])[NH:18][C:19]([C:21]2([CH2:26][CH2:27][NH2:28])[CH2:25][CH2:24][CH2:23][CH2:22]2)=[O:20])=[CH:14][CH:13]=1)=[O:10].[F:34][C:35]([F:46])([F:45])[C:36](O[C:36](=[O:37])[C:35]([F:46])([F:45])[F:34])=[O:37]. Product: [Cl:1][C:2]1[CH:7]=[CH:6][CH:5]=[C:4]([Cl:8])[C:3]=1[C:9]([NH:11][C:12]1[CH:33]=[CH:32][C:15]([CH2:16][C@@H:17]([C:29]([OH:31])=[O:30])[NH:18][C:19]([C:21]2([CH2:26][CH2:27][NH:28][C:36](=[O:37])[C:35]([F:46])([F:45])[F:34])[CH2:25][CH2:24][CH2:23][CH2:22]2)=[O:20])=[CH:14][CH:13]=1)=[O:10]. The catalyst class is: 3. (4) Reactant: Cl.[NH2:2]O.[Na].[CH3:5][N:6]([CH2:8][C:9]#[N:10])[CH3:7].[H-].[Na+].C[O:14][C:15]([C:17]1[C:25]2[C:20](=[CH:21][CH:22]=[CH:23][CH:24]=2)[N:19]([CH2:26][C:27]2[CH:32]=[CH:31][CH:30]=[CH:29][CH:28]=2)[N:18]=1)=O. Product: [CH2:26]([N:19]1[C:20]2[C:25](=[CH:24][CH:23]=[CH:22][CH:21]=2)[C:17]([C:15]2[O:14][N:2]=[C:9]([CH2:8][N:6]([CH3:7])[CH3:5])[N:10]=2)=[N:18]1)[C:27]1[CH:32]=[CH:31][CH:30]=[CH:29][CH:28]=1. The catalyst class is: 5. (5) Reactant: [CH2:1]([C:3]([C:20]1[CH:25]=[CH:24][C:23]([NH:26][C:27](=[O:29])[CH3:28])=[C:22](O)[CH:21]=1)([C:6]1[C:14]2[C:9](=[C:10]([NH:15][S:16]([CH3:19])(=[O:18])=[O:17])[CH:11]=[CH:12][CH:13]=2)[NH:8][CH:7]=1)[CH2:4][CH3:5])[CH3:2]. Product: [CH2:4]([C:3]([C:6]1[C:14]2[C:9](=[C:10]([NH:15][S:16]([CH3:19])(=[O:18])=[O:17])[CH:11]=[CH:12][CH:13]=2)[NH:8][CH:7]=1)([C:20]1[CH:25]=[CH:24][C:23]2[N:26]=[C:27]([CH3:28])[O:29][C:22]=2[CH:21]=1)[CH2:1][CH3:2])[CH3:5]. The catalyst class is: 52. (6) Reactant: [F:1][C:2]1[CH:7]=[CH:6][CH:5]=[C:4]([C:8]2[CH:13]=[CH:12][C:11]([O:14][CH2:15][C:16]3[CH:25]=[CH:24][C:23]4[C:18](=[CH:19][CH:20]=[CH:21][CH:22]=4)[N:17]=3)=[CH:10][CH:9]=2)[C:3]=1[OH:26].[F:27][C:28]([F:41])([F:40])[S:29](O[S:29]([C:28]([F:41])([F:40])[F:27])(=[O:31])=[O:30])(=[O:31])=[O:30]. Product: [F:27][C:28]([F:41])([F:40])[S:29]([O:26][C:3]1[C:2]([F:1])=[CH:7][CH:6]=[CH:5][C:4]=1[C:8]1[CH:13]=[CH:12][C:11]([O:14][CH2:15][C:16]2[CH:25]=[CH:24][C:23]3[C:18](=[CH:19][CH:20]=[CH:21][CH:22]=3)[N:17]=2)=[CH:10][CH:9]=1)(=[O:31])=[O:30]. The catalyst class is: 17. (7) Reactant: N[C@@H:2]([CH2:7][CH2:8][Br:9])[C:3]([O:5][CH3:6])=[O:4].C(N(CC)CC)C.[CH3:17][C:18]([O:21][C:22](O[C:22]([O:21][C:18]([CH3:20])([CH3:19])[CH3:17])=[O:23])=[O:23])([CH3:20])[CH3:19]. Product: [Br:9][CH2:8][CH2:7][C@H:2]([C:22]([O:21][C:18]([CH3:20])([CH3:19])[CH3:17])=[O:23])[C:3]([O:5][CH3:6])=[O:4]. The catalyst class is: 1.